From a dataset of Full USPTO retrosynthesis dataset with 1.9M reactions from patents (1976-2016). Predict the reactants needed to synthesize the given product. (1) Given the product [C:1]([C:3]1[CH:8]=[CH:7][CH:6]=[CH:5][C:4]=1[CH2:9][CH2:10][C:11]([OH:13])=[O:12])#[N:2], predict the reactants needed to synthesize it. The reactants are: [C:1]([C:3]1[CH:8]=[CH:7][CH:6]=[CH:5][C:4]=1/[CH:9]=[CH:10]\[C:11]([OH:13])=[O:12])#[N:2].[H][H]. (2) Given the product [CH2:1]([N:3]1[CH:7]=[C:6]([C:8]2[CH:9]=[CH:10][N:11]=[CH:12][CH:13]=2)[C:5]([C:14]2[C:15]([F:21])=[C:16]([NH:20][S:29]([C:25]3[CH:26]=[CH:27][CH:28]=[C:23]([F:22])[CH:24]=3)(=[O:31])=[O:30])[CH:17]=[CH:18][CH:19]=2)=[N:4]1)[CH3:2], predict the reactants needed to synthesize it. The reactants are: [CH2:1]([N:3]1[CH:7]=[C:6]([C:8]2[CH:13]=[CH:12][N:11]=[CH:10][CH:9]=2)[C:5]([C:14]2[C:15]([F:21])=[C:16]([NH2:20])[CH:17]=[CH:18][CH:19]=2)=[N:4]1)[CH3:2].[F:22][C:23]1[CH:24]=[C:25]([S:29](Cl)(=[O:31])=[O:30])[CH:26]=[CH:27][CH:28]=1. (3) Given the product [Cl:1][C:2]1[C:3]([O:30][C@H:31]2[CH2:36][CH2:35][C:34]([F:38])([F:37])[CH2:33][C@@H:32]2[C:39]2[N:43]([CH3:44])[N:42]=[CH:41][CH:40]=2)=[CH:4][C:5]([F:29])=[C:6]([S:8]([NH:11][C:12]2[CH:17]=[CH:16][N:15]=[CH:14][N:13]=2)(=[O:9])=[O:10])[CH:7]=1, predict the reactants needed to synthesize it. The reactants are: [Cl:1][C:2]1[C:3]([O:30][C@H:31]2[CH2:36][CH2:35][C:34]([F:38])([F:37])[CH2:33][C@@H:32]2[C:39]2[N:43]([CH3:44])[N:42]=[CH:41][CH:40]=2)=[CH:4][C:5]([F:29])=[C:6]([S:8]([N:11](CC2C=CC(OC)=CC=2OC)[C:12]2[CH:17]=[CH:16][N:15]=[CH:14][N:13]=2)(=[O:10])=[O:9])[CH:7]=1.C([SiH](CC)CC)C.FC(F)(F)C(O)=O. (4) Given the product [CH3:1][S:2]([C:5]1[CH:11]=[CH:10][C:8]([NH:9][C:16]([C:18]2[CH:19]=[CH:20][C:21]([C:24]3[S:25][CH:26]=[CH:27][CH:28]=3)=[CH:22][CH:23]=2)=[NH:17])=[CH:7][CH:6]=1)(=[O:3])=[O:4], predict the reactants needed to synthesize it. The reactants are: [CH3:1][S:2]([C:5]1[CH:11]=[CH:10][C:8]([NH2:9])=[CH:7][CH:6]=1)(=[O:4])=[O:3].C[Al](C)C.[C:16]([C:18]1[CH:23]=[CH:22][C:21]([C:24]2[S:25][CH:26]=[CH:27][CH:28]=2)=[CH:20][CH:19]=1)#[N:17]. (5) Given the product [O:50]1[CH:51]=[CH:52][C:36]([C:2]2[CH:10]=[CH:9][CH:8]=[C:7]3[C:3]=2[C:4]2([CH2:25][O:24][C:23]4[CH:26]=[C:27]5[C:31](=[CH:32][C:22]2=4)[CH2:30][CH2:29][O:28]5)[C:5](=[O:21])[N:6]3[CH2:11][C:12]2[O:13][C:14]([C:17]([F:18])([F:20])[F:19])=[CH:15][CH:16]=2)=[CH:49]1, predict the reactants needed to synthesize it. The reactants are: Br[C:2]1[CH:10]=[CH:9][CH:8]=[C:7]2[C:3]=1[C:4]1([CH2:25][O:24][C:23]3[CH:26]=[C:27]4[C:31](=[CH:32][C:22]1=3)[CH2:30][CH2:29][O:28]4)[C:5](=[O:21])[N:6]2[CH2:11][C:12]1[O:13][C:14]([C:17]([F:20])([F:19])[F:18])=[CH:15][CH:16]=1.BrC1C=CC=C2C=1[C:36]1([C:52]3=CC4OCOC=4C=[C:51]3[O:50][CH2:49]1)C(=O)N2CCCCC.O1C=CC(B(O)O)=C1.CN(C)C1N=CC(B(O)O)=CC=1.